This data is from Catalyst prediction with 721,799 reactions and 888 catalyst types from USPTO. The task is: Predict which catalyst facilitates the given reaction. (1) Reactant: [Cl:1][C:2]1[CH:3]=[C:4]([C:8]#[C:9][CH:10]([N:13]2[CH2:18][CH2:17][NH:16][CH2:15][CH2:14]2)[CH2:11][CH3:12])[CH:5]=[CH:6][CH:7]=1.C(N(CC)CC)C.Cl[C:27]([O:29][CH3:30])=[O:28]. Product: [CH3:30][O:29][C:27]([N:16]1[CH2:15][CH2:14][N:13]([CH:10]([CH2:11][CH3:12])[C:9]#[C:8][C:4]2[CH:5]=[CH:6][CH:7]=[C:2]([Cl:1])[CH:3]=2)[CH2:18][CH2:17]1)=[O:28]. The catalyst class is: 4. (2) Product: [N:4]1([CH2:3][C:13]([CH2:12][CH2:11][C:10]([F:9])([F:18])[F:19])([C:14]#[N:15])[C:16]#[N:17])[CH:8]=[CH:7][CH:6]=[N:5]1. The catalyst class is: 9. Reactant: Cl.Cl[CH2:3][N:4]1[CH:8]=[CH:7][CH:6]=[N:5]1.[F:9][C:10]([F:19])([F:18])[CH2:11][CH2:12][CH:13]([C:16]#[N:17])[C:14]#[N:15].C(=O)([O-])[O-].[K+].[K+].O. (3) Reactant: [Na].[C:2]([C:4]([C:11]#[N:12])=[C:5]([NH:8][C:9]#[N:10])[S:6][CH3:7])#[N:3].[ClH:13]. Product: [NH2:10][C:9]1[N:3]=[C:2]([Cl:13])[C:4]([C:11]#[N:12])=[C:5]([S:6][CH3:7])[N:8]=1. The catalyst class is: 27. (4) Reactant: [CH2:1]([CH2:3][NH2:4])[OH:2].C(N(CC)CC)C.[F:12][C:13]([F:47])([F:46])[C:14]1[CH:19]=[C:18]([C:20]2[CH:25]=[CH:24][C:23]([C:26]([F:29])([F:28])[F:27])=[CH:22][CH:21]=2)[N:17]=[C:16]([C:30]2[CH:31]=[C:32]([C:36]3[CH:41]=[CH:40][CH:39]=[C:38]([S:42](Cl)(=[O:44])=[O:43])[CH:37]=3)[CH:33]=[CH:34][CH:35]=2)[N:15]=1. Product: [OH:2][CH2:1][CH2:3][NH:4][S:42]([C:38]1[CH:37]=[C:36]([C:32]2[CH:33]=[CH:34][CH:35]=[C:30]([C:16]3[N:15]=[C:14]([C:13]([F:12])([F:46])[F:47])[CH:19]=[C:18]([C:20]4[CH:25]=[CH:24][C:23]([C:26]([F:29])([F:27])[F:28])=[CH:22][CH:21]=4)[N:17]=3)[CH:31]=2)[CH:41]=[CH:40][CH:39]=1)(=[O:43])=[O:44]. The catalyst class is: 1. (5) Reactant: [Cl:1][CH2:2][CH2:3][CH2:4][CH2:5][OH:6].CS([C:11]1[N:16]=[C:15]([CH3:17])[C:14]([C:18]([O:20][CH2:21][CH2:22][C:23]([CH3:27])=[C:24]([F:26])[F:25])=[O:19])=[CH:13][N:12]=1)(=O)=O.C(N(CC)CC)C. Product: [Cl:1][CH2:2][CH2:3][CH2:4][CH2:5][O:6][C:11]1[N:16]=[C:15]([CH3:17])[C:14]([C:18]([O:20][CH2:21][CH2:22][C:23]([CH3:27])=[C:24]([F:26])[F:25])=[O:19])=[CH:13][N:12]=1. The catalyst class is: 6.